The task is: Regression. Given a peptide amino acid sequence and an MHC pseudo amino acid sequence, predict their binding affinity value. This is MHC class I binding data.. This data is from Peptide-MHC class I binding affinity with 185,985 pairs from IEDB/IMGT. The peptide sequence is ILCWGELMTL. The MHC is HLA-A03:01 with pseudo-sequence HLA-A03:01. The binding affinity (normalized) is 0.158.